This data is from Reaction yield outcomes from USPTO patents with 853,638 reactions. The task is: Predict the reaction yield, written as a fraction of the theoretical maximum amount of product (1.0 means a 100% yield; for example, 0.34 means a 34% yield). (1) The reactants are [C:1]([C:3]1([C:8]2[CH:13]=[CH:12][C:11]([NH:14][C:15](=[O:26])[C:16]3[CH:21]=[CH:20][C:19]([O:22][CH3:23])=[C:18]([O:24][CH3:25])[CH:17]=3)=[CH:10][CH:9]=2)[CH2:7][CH2:6][CH2:5][CH2:4]1)#[N:2].Cl. The catalyst is C(O)C.[Pd]. The product is [NH2:2][CH2:1][C:3]1([C:8]2[CH:9]=[CH:10][C:11]([NH:14][C:15](=[O:26])[C:16]3[CH:21]=[CH:20][C:19]([O:22][CH3:23])=[C:18]([O:24][CH3:25])[CH:17]=3)=[CH:12][CH:13]=2)[CH2:4][CH2:5][CH2:6][CH2:7]1. The yield is 0.370. (2) The reactants are [NH2:1][C:2]1[CH:7]=[CH:6][C:5]([N:8]2[CH2:13][CH2:12][N:11]([CH2:14][CH2:15][OH:16])[CH2:10][CH2:9]2)=[CH:4][C:3]=1[O:17][CH3:18].O.C1(C)C=CC(S(O)(=O)=O)=CC=1.Cl[C:32]1[N:37]=[C:36]([C:38]2[N:42]3[CH:43]=[CH:44][CH:45]=[CH:46][C:41]3=[N:40][CH:39]=2)[C:35]([CH3:47])=[CH:34][N:33]=1. The catalyst is CC(C)CC(O)C.CN1CCCC1=O. The product is [N:40]1[CH:39]=[C:38]([C:36]2[C:35]([CH3:47])=[CH:34][N:33]=[C:32]([NH:1][C:2]3[CH:7]=[CH:6][C:5]([N:8]4[CH2:13][CH2:12][N:11]([CH2:14][CH2:15][OH:16])[CH2:10][CH2:9]4)=[CH:4][C:3]=3[O:17][CH3:18])[N:37]=2)[N:42]2[CH:43]=[CH:44][CH:45]=[CH:46][C:41]=12. The yield is 0.420. (3) The reactants are [C:1]([C:3]1[CH:8]=[CH:7][CH:6]=[CH:5][C:4]=1[B:9]([OH:11])[OH:10])#[N:2].[CH2:12](O)[CH2:13][CH2:14]O. The catalyst is C(Cl)Cl. The product is [O:10]1[CH2:14][CH2:13][CH2:12][O:11][B:9]1[C:4]1[CH:5]=[CH:6][CH:7]=[CH:8][C:3]=1[C:1]#[N:2]. The yield is 0.572. (4) The yield is 0.620. The catalyst is CCO. The reactants are [C:1]([C:6]1[CH:11]=[C:10]([Cl:12])[CH:9]=[CH:8][C:7]=1[NH:13][S:14]([C:17]([F:20])([F:19])[F:18])(=[O:16])=[O:15])(=O)[CH2:2][CH2:3][CH3:4].Cl.[Cl:22][C:23]1[CH:28]=[CH:27][C:26]([O:29][NH2:30])=[CH:25][CH:24]=1.CC([O-])=O.[Na+]. The product is [Cl:12][C:10]1[CH:9]=[CH:8][C:7]([NH:13][S:14]([C:17]([F:20])([F:19])[F:18])(=[O:16])=[O:15])=[C:6]([C:1](=[N:30][O:29][C:26]2[CH:27]=[CH:28][C:23]([Cl:22])=[CH:24][CH:25]=2)[CH2:2][CH2:3][CH3:4])[CH:11]=1. (5) The product is [C:19]([O:22][C@@H:23]1[C@H:27]([CH2:28][CH2:29][CH2:30][CH2:31][CH2:32][CH2:33][C:34]([O:36][CH3:37])=[O:35])[C@@H:26](/[CH:38]=[CH:7]/[C:8](=[O:16])[C:9]([F:14])([F:15])[CH2:10][CH2:11][CH2:12][CH3:13])[C@H:25]([O:40][CH:41]2[CH2:46][CH2:45][CH2:44][CH2:43][O:42]2)[CH2:24]1)(=[O:21])[CH3:20]. The reactants are COP([CH2:7][C:8](=[O:16])[C:9]([F:15])([F:14])[CH2:10][CH2:11][CH2:12][CH3:13])(=O)OC.[H-].[Li+].[C:19]([O:22][C@@H:23]1[C@H:27]([CH2:28][CH2:29][CH2:30][CH2:31][CH2:32][CH2:33][C:34]([O:36][CH3:37])=[O:35])[C@@H:26]([CH:38]=O)[C@H:25]([O:40][CH:41]2[CH2:46][CH2:45][CH2:44][CH2:43][O:42]2)[CH2:24]1)(=[O:21])[CH3:20].O. The yield is 0.213. The catalyst is COC(C)(C)C. (6) The reactants are C(O)(=O)C.[Br:5][C:6]1[CH:11]=[C:10]([N+:12]([O-])=O)[CH:9]=[C:8]([C:15]([F:18])([F:17])[F:16])[C:7]=1[NH:19][C:20](=[O:29])[CH2:21][CH2:22][CH:23]1[CH2:28][CH2:27][CH2:26][CH2:25][CH2:24]1. The product is [NH2:12][C:10]1[CH:9]=[C:8]([C:15]([F:17])([F:18])[F:16])[C:7]([NH:19][C:20](=[O:29])[CH2:21][CH2:22][CH:23]2[CH2:28][CH2:27][CH2:26][CH2:25][CH2:24]2)=[C:6]([Br:5])[CH:11]=1. The catalyst is O1CCCC1.[Zn]. The yield is 1.00. (7) The reactants are [CH3:1][O:2][C:3]([C:5]1([S:11]([C:14]2[CH:19]=[CH:18][C:17]([O:20][CH2:21][C:22]#[C:23][CH3:24])=[CH:16][CH:15]=2)(=[O:13])=[O:12])[CH2:10][CH2:9][NH:8][CH2:7][CH2:6]1)=[O:4].C(N(CC)CC)C.[N:32]1([C:37](Cl)=[O:38])[CH2:36][CH2:35][CH2:34][CH2:33]1.CN(C1C=CC=CN=1)C. The catalyst is C(Cl)(Cl)Cl. The product is [CH3:1][O:2][C:3]([C:5]1([S:11]([C:14]2[CH:15]=[CH:16][C:17]([O:20][CH2:21][C:22]#[C:23][CH3:24])=[CH:18][CH:19]=2)(=[O:13])=[O:12])[CH2:10][CH2:9][N:8]([C:37]([N:32]2[CH2:36][CH2:35][CH2:34][CH2:33]2)=[O:38])[CH2:7][CH2:6]1)=[O:4]. The yield is 0.870. (8) The reactants are [CH3:1][O:2][C:3]1[C:10]([O:11][CH3:12])=[CH:9][C:6]([CH:7]=[O:8])=[C:5]([N+:13]([O-])=O)[CH:4]=1.[Cl-].[NH4+]. The catalyst is C(O)C.O.C(Cl)Cl.[Fe]. The product is [NH2:13][C:5]1[CH:4]=[C:3]([O:2][CH3:1])[C:10]([O:11][CH3:12])=[CH:9][C:6]=1[CH:7]=[O:8]. The yield is 0.930. (9) The reactants are Br[CH2:2][C:3]1[CH:8]=[CH:7][CH:6]=[CH:5][CH:4]=1.C([O-])([O-])=O.[Na+].[Na+].[NH:15]1[C:19]([C:20]2[CH:21]=[C:22]([C:26]3[CH:27]=[CH:28][C:29]4[O:33][C:32]([C:34]5[CH:39]=[CH:38][C:37]([F:40])=[CH:36][CH:35]=5)=[C:31]([C:41]([NH:43][CH3:44])=[O:42])[C:30]=4[CH:45]=3)[CH:23]=[CH:24][CH:25]=2)=[CH:18][CH:17]=[N:16]1. The catalyst is CN(C=O)C. The product is [CH2:2]([N:15]1[C:19]([C:20]2[CH:21]=[C:22]([C:26]3[CH:27]=[CH:28][C:29]4[O:33][C:32]([C:34]5[CH:39]=[CH:38][C:37]([F:40])=[CH:36][CH:35]=5)=[C:31]([C:41]([NH:43][CH3:44])=[O:42])[C:30]=4[CH:45]=3)[CH:23]=[CH:24][CH:25]=2)=[CH:18][CH:17]=[N:16]1)[C:3]1[CH:8]=[CH:7][CH:6]=[CH:5][CH:4]=1. The yield is 0.350.